This data is from Forward reaction prediction with 1.9M reactions from USPTO patents (1976-2016). The task is: Predict the product of the given reaction. Given the reactants [CH3:1][O:2][C:3]1[CH:4]=[C:5]2[C:10](=[CH:11][C:12]=1[O:13][CH3:14])[N:9]=[CH:8][CH:7]=[C:6]2[O:15][C:16]1[C:22]([CH3:23])=[CH:21][C:19]([NH2:20])=[C:18]([CH3:24])[CH:17]=1.C1(C)C=CC=CC=1.C(N(CC)CC)C.Cl[C:40](Cl)([O:42]C(=O)OC(Cl)(Cl)Cl)Cl.[F:51][C:52]1[CH:60]=[CH:59][CH:58]=[CH:57][C:53]=1[CH:54]([OH:56])[CH3:55], predict the reaction product. The product is: [CH3:1][O:2][C:3]1[CH:4]=[C:5]2[C:10](=[CH:11][C:12]=1[O:13][CH3:14])[N:9]=[CH:8][CH:7]=[C:6]2[O:15][C:16]1[C:22]([CH3:23])=[CH:21][C:19]([NH:20][C:40](=[O:42])[O:56][CH:54]([C:53]2[CH:57]=[CH:58][CH:59]=[CH:60][C:52]=2[F:51])[CH3:55])=[C:18]([CH3:24])[CH:17]=1.